Task: Predict which catalyst facilitates the given reaction.. Dataset: Catalyst prediction with 721,799 reactions and 888 catalyst types from USPTO (1) Reactant: [C:1]1([C:7]([C:9]2[CH:14]=[CH:13][CH:12]=[CH:11][CH:10]=2)=[CH2:8])[CH:6]=[CH:5][CH:4]=[CH:3][CH:2]=1.[Br:15]Br. Product: [Br:15][CH:8]=[C:7]([C:9]1[CH:10]=[CH:11][CH:12]=[CH:13][CH:14]=1)[C:1]1[CH:6]=[CH:5][CH:4]=[CH:3][CH:2]=1. The catalyst class is: 53. (2) Reactant: Br[CH2:2][C:3]1[CH:7]=[CH:6][S:5][N:4]=1.[CH2:8]([NH2:10])[CH3:9]. Product: [CH2:8]([NH:10][CH2:2][C:3]1[CH:7]=[CH:6][S:5][N:4]=1)[CH3:9]. The catalyst class is: 1. (3) Reactant: [NH:1]1[CH2:6][CH2:5][CH2:4][CH:3]([O:7][C:8]2[CH:13]=[CH:12][C:11]([NH:14][C:15]([C:17]3[N:18]=[C:19]([C:26]4[CH:31]=[CH:30][CH:29]=[CH:28][CH:27]=4)[O:20][C:21]=3[C:22]([F:25])([F:24])[F:23])=[O:16])=[CH:10][CH:9]=2)[CH2:2]1.[CH3:32][C:33]1([CH3:41])[CH2:38][CH2:37][C:36](=[O:39])[O:35][C:34]1=[O:40].C(N(CC)CC)C. Product: [CH3:32][C:33]([CH3:41])([CH2:38][CH2:37][C:36](=[O:39])[N:1]1[CH2:6][CH2:5][CH2:4][CH:3]([O:7][C:8]2[CH:13]=[CH:12][C:11]([NH:14][C:15]([C:17]3[N:18]=[C:19]([C:26]4[CH:31]=[CH:30][CH:29]=[CH:28][CH:27]=4)[O:20][C:21]=3[C:22]([F:25])([F:23])[F:24])=[O:16])=[CH:10][CH:9]=2)[CH2:2]1)[C:34]([OH:40])=[O:35]. The catalyst class is: 16. (4) The catalyst class is: 1. Reactant: [NH:1]1[C:9]2[C:4](=[CH:5][CH:6]=[CH:7][CH:8]=2)[CH2:3][C:2]1=[O:10].[Li+].C[Si]([N-][Si](C)(C)C)(C)C.C1COCC1.[C:26]12([O:36][C:37](=[O:50])[CH2:38][CH2:39][C:40]3[CH:41]=[C:42]4[C:46](=[CH:47][CH:48]=3)[C:45](=O)[O:44][CH2:43]4)[CH2:35][CH:30]3[CH2:31][CH:32]([CH2:34][CH:28]([CH2:29]3)[CH2:27]1)[CH2:33]2. Product: [C:26]12([O:36][C:37](=[O:50])[CH2:38][CH2:39][C:40]3[CH:41]=[C:42]4[C:46](=[CH:47][CH:48]=3)[C:45](=[C:3]3[C:4]5[C:9](=[CH:8][CH:7]=[CH:6][CH:5]=5)[NH:1][C:2]3=[O:10])[O:44][CH2:43]4)[CH2:33][CH:32]3[CH2:31][CH:30]([CH2:29][CH:28]([CH2:34]3)[CH2:27]1)[CH2:35]2. (5) Reactant: [CH:1]1[N:5]=[CH:4][N:3]([CH2:6][C:7]([P:13]([OH:16])([OH:15])=[O:14])([P:9]([OH:12])([OH:11])=[O:10])[OH:8])[CH:2]=1.CN(C=O)C.[OH-].[Na+:23].O. Product: [CH:1]1[N:5]=[CH:4][N:3]([CH2:6][C:7]([P:9]([O-:12])([O-:11])=[O:10])([P:13]([O-:15])([OH:16])=[O:14])[OH:8])[CH:2]=1.[Na+:23].[Na+:23].[Na+:23]. The catalyst class is: 5. (6) Reactant: [CH3:1][O:2][C:3]1[CH:4]=[C:5]2[C:10](=[CH:11][C:12]=1[O:13][CH3:14])[N:9]=[CH:8][N:7]=[C:6]2[O:15][C:16]1[CH:17]=[C:18]([CH:20]=[CH:21][CH:22]=1)[NH2:19].[C:23]([C:27]1[CH:31]=[C:30]([NH:32][C:33](=O)[O:34]C2C=CC=CC=2)[N:29]([C:42]2[CH:47]=[CH:46][C:45]([C:48]#[N:49])=[CH:44][CH:43]=2)[N:28]=1)([CH3:26])([CH3:25])[CH3:24]. The catalyst class is: 230. Product: [C:23]([C:27]1[CH:31]=[C:30]([NH:32][C:33]([NH:19][C:18]2[CH:20]=[CH:21][CH:22]=[C:16]([O:15][C:6]3[C:5]4[C:10](=[CH:11][C:12]([O:13][CH3:14])=[C:3]([O:2][CH3:1])[CH:4]=4)[N:9]=[CH:8][N:7]=3)[CH:17]=2)=[O:34])[N:29]([C:42]2[CH:43]=[CH:44][C:45]([C:48]#[N:49])=[CH:46][CH:47]=2)[N:28]=1)([CH3:26])([CH3:24])[CH3:25].